From a dataset of Reaction yield outcomes from USPTO patents with 853,638 reactions. Predict the reaction yield, written as a fraction of the theoretical maximum amount of product (1.0 means a 100% yield; for example, 0.34 means a 34% yield). (1) The reactants are [C:1]([C:3]1[O:4][CH:5]=[CH:6][CH:7]=1)#[CH:2].[Cl:8][C:9]1[CH:14]=[CH:13][C:12](I)=[CH:11][CH:10]=1.N1CCC[C@H]1C(O)=O.C([O-])([O-])=O.[Na+].[Na+].O=C1O[C@H]([C@H](CO)O)C([O-])=C1O.[Na+].[N-:43]=[N+:44]=[N-:45].[Na+].[OH-].[NH4+]. The catalyst is CS(C)=O.O. The product is [Cl:8][C:9]1[CH:14]=[CH:13][C:12]([N:43]2[CH:2]=[C:1]([C:3]3[O:4][CH:5]=[CH:6][CH:7]=3)[N:45]=[N:44]2)=[CH:11][CH:10]=1. The yield is 0.0490. (2) The product is [Br:1][C:2]1[C:3]2[C:4](=[O:5])[N:6]([C:7]([CH3:15])([C:9]3[CH:14]=[CH:13][CH:12]=[CH:11][CH:10]=3)[CH3:8])[CH:37]([OH:38])[C:16]=2[CH:17]=[CH:18][N:19]=1. The reactants are [Br:1][C:2]1[N:19]=[CH:18][CH:17]=[CH:16][C:3]=1[C:4]([NH:6][C:7]([CH3:15])([C:9]1[CH:14]=[CH:13][CH:12]=[CH:11][CH:10]=1)[CH3:8])=[O:5].[Li+].CC([N-]C(C)C)C.CCCCCCC.C1C[O:38][CH2:37]C1.C(C1C=CC=CC=1)C.CN(C=O)C.O. The catalyst is C1COCC1. The yield is 0.250. (3) The reactants are Br[C:2]1[CH:3]=[C:4]([N:22]([CH:24]2[CH2:28][CH2:27][CH2:26][CH2:25]2)[CH3:23])[C:5]([CH3:21])=[C:6]([CH:20]=1)[C:7]([NH:9][CH2:10][C:11]1[C:12](=[O:19])[NH:13][C:14]([CH3:18])=[CH:15][C:16]=1[CH3:17])=[O:8].[O:29]1[CH2:34][CH2:33][N:32]([CH2:35][CH2:36][N:37]2[CH:41]=[C:40](B(O)O)[CH:39]=[N:38]2)[CH2:31][CH2:30]1.C([O-])([O-])=O.[Na+].[Na+].C(Cl)Cl. The catalyst is O1CCOCC1.C1C=CC([P]([Pd]([P](C2C=CC=CC=2)(C2C=CC=CC=2)C2C=CC=CC=2)([P](C2C=CC=CC=2)(C2C=CC=CC=2)C2C=CC=CC=2)[P](C2C=CC=CC=2)(C2C=CC=CC=2)C2C=CC=CC=2)(C2C=CC=CC=2)C2C=CC=CC=2)=CC=1. The product is [CH:24]1([N:22]([CH3:23])[C:4]2[C:5]([CH3:21])=[C:6]([CH:20]=[C:2]([C:40]3[CH:39]=[N:38][N:37]([CH2:36][CH2:35][N:32]4[CH2:33][CH2:34][O:29][CH2:30][CH2:31]4)[CH:41]=3)[CH:3]=2)[C:7]([NH:9][CH2:10][C:11]2[C:12](=[O:19])[NH:13][C:14]([CH3:18])=[CH:15][C:16]=2[CH3:17])=[O:8])[CH2:28][CH2:27][CH2:26][CH2:25]1. The yield is 0.660. (4) The reactants are [C:1]([C:3]1[S:4][C:5]([CH2:8]Br)=[CH:6][CH:7]=1)#[N:2].[N-:10]=[N+:11]=[N-:12].[Na+].C(OCC)(=O)C. The catalyst is CN(C=O)C.CCCCCC. The product is [C:1]([C:3]1[S:4][C:5]([CH2:8][N:10]=[N+:11]=[N-:12])=[CH:6][CH:7]=1)#[N:2]. The yield is 0.830.